Dataset: Forward reaction prediction with 1.9M reactions from USPTO patents (1976-2016). Task: Predict the product of the given reaction. (1) Given the reactants [C@@H:1]1([N:9]2[CH2:16][NH:15][C:13]([NH2:14])=[N:12][C:10]2=[O:11])[O:8][C@H:5]([CH2:6][OH:7])[C@@H:3]([OH:4])[CH2:2]1.[C:17](O)(=[O:33])[CH2:18][CH2:19][CH2:20][CH2:21][CH2:22][CH2:23][CH2:24][CH2:25][CH2:26][CH2:27][CH2:28][CH2:29][CH2:30][CH2:31][CH3:32], predict the reaction product. The product is: [C:17]([O:7][CH2:6][C@H:5]1[O:8][C@@H:1]([N:9]2[CH2:16][NH:15][C:13]([NH2:14])=[N:12][C:10]2=[O:11])[CH2:2][C@@H:3]1[OH:4])(=[O:33])[CH2:18][CH2:19][CH2:20][CH2:21][CH2:22][CH2:23][CH2:24][CH2:25][CH2:26][CH2:27][CH2:28][CH2:29][CH2:30][CH2:31][CH3:32]. (2) Given the reactants Cl.[C:2]1([N:8]([C:10]2[CH:15]=[CH:14][CH:13]=[CH:12][CH:11]=2)N)[CH:7]=[CH:6][CH:5]=[CH:4][CH:3]=1.[CH3:16][CH:17]([C:26](=O)[CH3:27])[CH2:18][CH2:19][CH2:20][CH2:21][S:22]([OH:25])(=[O:24])=[O:23], predict the reaction product. The product is: [CH3:27][C:26]1[C:17]([CH3:16])([CH2:18][CH2:19][CH2:20][CH2:21][S:22]([O-:25])(=[O:24])=[O:23])[C:7]2[C:2](=[CH:3][CH:4]=[CH:5][CH:6]=2)[N+:8]=1[C:10]1[CH:15]=[CH:14][CH:13]=[CH:12][CH:11]=1. (3) The product is: [C:3]([C:6]1[C:14]2[C:9](=[N:10][C:11]([Br:17])=[CH:12][C:13]=2[O:15][CH3:16])[N:8]([CH2:21][O:20][CH2:18][CH3:19])[CH:7]=1)(=[O:5])[CH3:4]. Given the reactants [H-].[Na+].[C:3]([C:6]1[C:14]2[C:9](=[N:10][C:11]([Br:17])=[CH:12][C:13]=2[O:15][CH3:16])[NH:8][CH:7]=1)(=[O:5])[CH3:4].[CH2:18]([O:20][CH2:21]Cl)[CH3:19], predict the reaction product. (4) Given the reactants [C:1]([O:5][C:6]([NH:8][C@H:9]([CH2:13][C:14]1[CH:19]=[CH:18][C:17]([Cl:20])=[CH:16][C:15]=1[Cl:21])[C:10]([OH:12])=O)=[O:7])([CH3:4])([CH3:3])[CH3:2].C(Cl)CCl.C1C=CC2N(O)N=NC=2C=1.[Cl:36][C:37]1[CH:38]=[CH:39][C:40]([CH3:49])=[C:41]([N:43]2[CH2:48][CH2:47][NH:46][CH2:45][CH2:44]2)[CH:42]=1.CCN(C(C)C)C(C)C, predict the reaction product. The product is: [C:1]([O:5][C:6](=[O:7])[NH:8][C@H:9]([CH2:13][C:14]1[CH:19]=[CH:18][C:17]([Cl:20])=[CH:16][C:15]=1[Cl:21])[C:10]([N:46]1[CH2:45][CH2:44][N:43]([C:41]2[CH:42]=[C:37]([Cl:36])[CH:38]=[CH:39][C:40]=2[CH3:49])[CH2:48][CH2:47]1)=[O:12])([CH3:2])([CH3:3])[CH3:4]. (5) Given the reactants Br[C:2]1[S:6][C:5]([NH:7][C:8]([NH:10][C:11]2[C:16]([Cl:17])=[CH:15][CH:14]=[CH:13][C:12]=2[Cl:18])=[O:9])=[C:4]([C:19]([O:21][C:22]([CH3:25])([CH3:24])[CH3:23])=[O:20])[CH:3]=1.[CH3:26][O:27][C:28]1[CH:29]=[C:30](B(O)O)[CH:31]=[CH:32][CH:33]=1.C([O-])([O-])=O.[Na+].[Na+], predict the reaction product. The product is: [Cl:18][C:12]1[CH:13]=[CH:14][CH:15]=[C:16]([Cl:17])[C:11]=1[NH:10][C:8]([NH:7][C:5]1[S:6][C:2]([C:32]2[CH:31]=[CH:30][CH:29]=[C:28]([O:27][CH3:26])[CH:33]=2)=[CH:3][C:4]=1[C:19]([O:21][C:22]([CH3:25])([CH3:24])[CH3:23])=[O:20])=[O:9]. (6) Given the reactants C([Mg]Cl)(C)C.[C:6]([Si:10]([CH3:23])([CH3:22])[O:11][CH:12]1[CH2:15][CH:14]([N:16]2[CH:20]=[C:19](I)[CH:18]=[N:17]2)[CH2:13]1)([CH3:9])([CH3:8])[CH3:7].CO[B:26]1[O:30][C:29]([CH3:32])([CH3:31])[C:28]([CH3:34])([CH3:33])[O:27]1, predict the reaction product. The product is: [Si:10]([O:11][CH:12]1[CH2:15][CH:14]([N:16]2[CH:20]=[C:19]([B:26]3[O:30][C:29]([CH3:32])([CH3:31])[C:28]([CH3:34])([CH3:33])[O:27]3)[CH:18]=[N:17]2)[CH2:13]1)([C:6]([CH3:9])([CH3:8])[CH3:7])([CH3:23])[CH3:22]. (7) Given the reactants [N+:1]([C:4]1[CH:5]=[C:6]([N:13]2[CH2:18][CH2:17][NH:16][CH:15]([C:19]([F:22])([F:21])[F:20])[CH2:14]2)[C:7]2[O:11][CH:10]=[CH:9][C:8]=2[CH:12]=1)([O-])=O.NN, predict the reaction product. The product is: [F:21][C:19]([F:20])([F:22])[CH:15]1[NH:16][CH2:17][CH2:18][N:13]([C:6]2[C:7]3[O:11][CH:10]=[CH:9][C:8]=3[CH:12]=[C:4]([NH2:1])[CH:5]=2)[CH2:14]1.